Task: Predict which catalyst facilitates the given reaction.. Dataset: Catalyst prediction with 721,799 reactions and 888 catalyst types from USPTO (1) Reactant: C1C2C(CO[C:16]([N:18]3[CH2:23][C:22]4([CH2:28][CH2:27][NH:26][CH2:25][CH2:24]4)[O:21][CH2:20][CH2:19]3)=O)C3C(=CC=CC=3)C=2C=CC=1.[H-].[Al+3].[Li+].[H-].[H-].[H-]. Product: [CH3:16][N:18]1[CH2:23][C:22]2([CH2:28][CH2:27][NH:26][CH2:25][CH2:24]2)[O:21][CH2:20][CH2:19]1. The catalyst class is: 7. (2) Reactant: [CH:1]([CH:3]1[CH2:8][CH2:7][CH2:6][N:5]([C:9]2[N:10]=[C:11]3[CH:25]=[C:24]([CH2:26][CH2:27][C:28]4[S:29][CH:30]=[C:31]([CH:33]([CH3:35])[CH3:34])[N:32]=4)[CH:23]=[CH:22][N:12]3[C:13](=[O:21])[C:14]=2[CH2:15][CH2:16][C:17]([O:19]C)=[O:18])[CH2:4]1)=[O:2].C(C1CCCN(C2N=C3C=C(CCC4SC=C(C(C)C)N=4)C=CN3CC=2CCC(OC)=O)C1)=O.O.[OH-].[Li+].Cl. Product: [CH:1]([CH:3]1[CH2:8][CH2:7][CH2:6][N:5]([C:9]2[N:10]=[C:11]3[CH:25]=[C:24]([CH2:26][CH2:27][C:28]4[S:29][CH:30]=[C:31]([CH:33]([CH3:35])[CH3:34])[N:32]=4)[CH:23]=[CH:22][N:12]3[C:13](=[O:21])[C:14]=2[CH2:15][CH2:16][C:17]([OH:19])=[O:18])[CH2:4]1)=[O:2]. The catalyst class is: 364. (3) Reactant: Cl[CH2:2][C:3]1[C:4]([CH:19]2[CH2:21][CH2:20]2)=[N:5][C:6]([C:9]2[CH:14]=[CH:13][C:12]([C:15]([F:18])([F:17])[F:16])=[CH:11][CH:10]=2)=[N:7][CH:8]=1.[CH2:22]([O:24][C:25](=[O:28])[NH:26][CH3:27])[CH3:23].[H-].[Na+].Cl.O. Product: [CH2:22]([O:24][C:25](=[O:28])[N:26]([CH2:2][C:3]1[C:4]([CH:19]2[CH2:21][CH2:20]2)=[N:5][C:6]([C:9]2[CH:14]=[CH:13][C:12]([C:15]([F:18])([F:17])[F:16])=[CH:11][CH:10]=2)=[N:7][CH:8]=1)[CH3:27])[CH3:23]. The catalyst class is: 3. (4) Reactant: [CH3:1][CH2:2][N:3]([CH:7]([CH3:9])C)[CH:4]([CH3:6])C.[F:10][C:11]1[CH:16]=[CH:15][C:14]([C:17]2[NH:21][N:20]=[C:19]([C:22]([NH:24]CC(O)=O)=[O:23])[CH:18]=2)=[CH:13][CH:12]=1.C1(C2NN=C(C(NCC(O)=O)=[O:41])C=2)C=CC=CC=1.FC1C=CC(CC(C2C=CC=CC=2)=O)=CC=1.C1C=CC2N(O)N=NC=2C=1.CCN=C=NCCCN(C)C.Cl.Cl.[Cl:86][C:87]1[CH:88]=[N:89][CH:90]=[C:91]([O:93][CH:94]2CCNCC2)[CH:92]=1.Cl.ClC1C=CC=CC=1OC1CCNCC1. Product: [Cl:86][C:87]1[CH:92]=[C:91]([O:93][CH:94]2[CH2:1][CH2:2][N:3]([C:4](=[O:41])[CH2:6][NH:24][C:22]([C:19]3[CH:18]=[C:17]([C:14]4[CH:13]=[CH:12][C:11]([F:10])=[CH:16][CH:15]=4)[NH:21][N:20]=3)=[O:23])[CH2:7][CH2:9]2)[CH:90]=[N:89][CH:88]=1. The catalyst class is: 18. (5) Reactant: [CH2:1]([O:8][C:9]1[CH:10]=[C:11]([CH:28]=[CH:29][C:30]=1[O:31][CH2:32][C:33]1[CH:38]=[CH:37][CH:36]=[CH:35][CH:34]=1)[C:12]1[O:13][C:14]2[C:19]([C:20](=[O:22])[CH:21]=1)=[CH:18][CH:17]=[C:16]([O:23][CH2:24][CH:25]1[O:27][CH2:26]1)[CH:15]=2)[C:2]1[CH:7]=[CH:6][CH:5]=[CH:4][CH:3]=1.[CH:39]([NH2:42])([CH3:41])[CH3:40]. Product: [CH2:1]([O:8][C:9]1[CH:10]=[C:11]([CH:28]=[CH:29][C:30]=1[O:31][CH2:32][C:33]1[CH:34]=[CH:35][CH:36]=[CH:37][CH:38]=1)[C:12]1[O:13][C:14]2[C:19]([C:20](=[O:22])[CH:21]=1)=[CH:18][CH:17]=[C:16]([O:23][CH2:24][CH:25]([OH:27])[CH2:26][NH:42][CH:39]([CH3:41])[CH3:40])[CH:15]=2)[C:2]1[CH:7]=[CH:6][CH:5]=[CH:4][CH:3]=1. The catalyst class is: 5. (6) Reactant: [OH:1][CH2:2][C:3]1[CH:19]=[CH:18][C:6]2[S:7][CH:8]=[C:9]([C:10]3[CH:15]=[CH:14][C:13]([OH:16])=[CH:12][C:11]=3[CH3:17])[C:5]=2[CH:4]=1.[O:20]1[C:22]2([CH2:27][CH2:26][S:25](=[O:29])(=[O:28])[CH2:24][CH2:23]2)[CH2:21]1.C([O-])([O-])=O.[K+].[K+]. Product: [OH:20][C:22]1([CH2:21][O:16][C:13]2[CH:14]=[CH:15][C:10]([C:9]3[C:5]4[CH:4]=[C:3]([CH2:2][OH:1])[CH:19]=[CH:18][C:6]=4[S:7][CH:8]=3)=[C:11]([CH3:17])[CH:12]=2)[CH2:27][CH2:26][S:25](=[O:29])(=[O:28])[CH2:24][CH2:23]1. The catalyst class is: 3. (7) Reactant: C(O)(=O)C.C(O)(=O)C.[CH2:9]([N:16]1[CH:20]=[C:19]([C:21]([NH:23][CH2:24][C:25]2[CH:30]=[CH:29][C:28]([C:31](=[NH:33])[NH2:32])=[CH:27][CH:26]=2)=[O:22])[CH:18]=[N:17]1)[C:10]1[CH:15]=[CH:14][CH:13]=[CH:12][CH:11]=1.C(=O)([O-])[O-].[K+].[K+].Cl[C:41]([O:43][CH2:44][CH3:45])=[O:42]. Product: [NH2:33]/[C:31](=[N:32]\[C:41](=[O:42])[O:43][CH2:44][CH3:45])/[C:28]1[CH:27]=[CH:26][C:25]([CH2:24][NH:23][C:21]([C:19]2[CH:18]=[N:17][N:16]([CH2:9][C:10]3[CH:15]=[CH:14][CH:13]=[CH:12][CH:11]=3)[CH:20]=2)=[O:22])=[CH:30][CH:29]=1. The catalyst class is: 132. (8) Reactant: [Br:1][C:2]1[CH:7]=[CH:6][C:5]([S:8](Cl)(=[O:10])=[O:9])=[CH:4][CH:3]=1.[NH:12]1[CH2:16][CH2:15][CH2:14][CH2:13]1. Product: [Br:1][C:2]1[CH:7]=[CH:6][C:5]([S:8]([N:12]2[CH2:16][CH2:15][CH2:14][CH2:13]2)(=[O:10])=[O:9])=[CH:4][CH:3]=1. The catalyst class is: 10. (9) Product: [NH2:10][C:6]1([CH2:5][C:4]([N:13]([CH3:14])[CH3:12])=[O:3])[CH2:9][O:8][CH2:7]1. The catalyst class is: 11. Reactant: C([O:3][C:4](=O)[CH2:5][C:6]1([NH2:10])[CH2:9][O:8][CH2:7]1)C.[CH3:12][NH:13][CH3:14].O. (10) Reactant: [Br:1][C:2]1[C:14]2[C:13]3[C:8](=[CH:9][C:10]([C:15]([OH:18])([CH3:17])[CH3:16])=[CH:11][CH:12]=3)[NH:7][C:6]=2[C:5]([C:19]([NH2:21])=[O:20])=[CH:4][CH:3]=1.[C:22](O)(C(F)(F)F)=O. Product: [Br:1][C:2]1[C:14]2[C:13]3[C:8](=[CH:9][C:10]([C:15]([O:18][CH3:22])([CH3:17])[CH3:16])=[CH:11][CH:12]=3)[NH:7][C:6]=2[C:5]([C:19]([NH2:21])=[O:20])=[CH:4][CH:3]=1. The catalyst class is: 100.